From a dataset of Forward reaction prediction with 1.9M reactions from USPTO patents (1976-2016). Predict the product of the given reaction. (1) Given the reactants [NH2:1][C:2]1[N:7]=[CH:6][N:5]=[C:4]2[N:8]([C@H:20]([C:22]3[O:23][C:24]4[C:29]([C:30](=[O:39])[C:31]=3[C:32]3[CH:37]=[CH:36][CH:35]=[C:34]([F:38])[CH:33]=3)=[C:28]([F:40])[CH:27]=[CH:26][CH:25]=4)[CH3:21])[N:9]=[C:10]([C:11]3[CH:16]=[CH:15][C:14]([O:17][CH3:18])=[C:13]([NH2:19])[CH:12]=3)[C:3]=12.N1C=CC=CC=1.[CH3:47][S:48](Cl)(=[O:50])=[O:49], predict the reaction product. The product is: [NH2:1][C:2]1[N:7]=[CH:6][N:5]=[C:4]2[N:8]([C@H:20]([C:22]3[O:23][C:24]4[C:29]([C:30](=[O:39])[C:31]=3[C:32]3[CH:37]=[CH:36][CH:35]=[C:34]([F:38])[CH:33]=3)=[C:28]([F:40])[CH:27]=[CH:26][CH:25]=4)[CH3:21])[N:9]=[C:10]([C:11]3[CH:16]=[CH:15][C:14]([O:17][CH3:18])=[C:13]([NH:19][S:48]([CH3:47])(=[O:50])=[O:49])[CH:12]=3)[C:3]=12. (2) Given the reactants C(O[C:6]([N:8]1[CH2:13][CH2:12][N:11]([C:14]2[C:18]3[CH:19]=[CH:20][CH:21]=[CH:22][C:17]=3[O:16][N:15]=2)[CH2:10][CH2:9]1)=O)(C)(C)C.FC(F)(F)C(O)=O.[O:30]1C[CH:31]1[CH2:33][N:34]1[C:42]2[CH2:41][CH2:40][N:39]([C:43](=[O:45])[CH3:44])[CH2:38][C:37]=2[C:36]([C:46]2[CH:51]=[CH:50][C:49]([C:52]([F:55])([F:54])[F:53])=[CH:48][CH:47]=2)=[N:35]1, predict the reaction product. The product is: [O:16]1[C:17]2[CH:22]=[CH:21][CH:20]=[CH:19][C:18]=2[C:14]([N:11]2[CH2:10][CH2:9][N:8]([CH2:6][CH:31]([OH:30])[CH2:33][N:34]3[C:42]4[CH2:41][CH2:40][N:39]([C:43](=[O:45])[CH3:44])[CH2:38][C:37]=4[C:36]([C:46]4[CH:51]=[CH:50][C:49]([C:52]([F:55])([F:54])[F:53])=[CH:48][CH:47]=4)=[N:35]3)[CH2:13][CH2:12]2)=[N:15]1. (3) Given the reactants [CH3:1][O:2][C:3]([CH:5]([CH:12]1[NH:17][CH2:16][CH2:15][CH2:14][CH2:13]1)[C:6]1[CH:7]=[CH:8][CH:9]=[CH:10][CH:11]=1)=[O:4].Cl.[OH-].[NH4+], predict the reaction product. The product is: [CH3:1][O:2][C:3]([C@H:5]([C:6]1[CH:11]=[CH:10][CH:9]=[CH:8][CH:7]=1)[C@@H:12]1[NH:17][CH2:16][CH2:15][CH2:14][CH2:13]1)=[O:4]. (4) Given the reactants CCO.[CH3:4][C@@H:5]1[C@@H:19]2[C:14](=[C:15]([OH:34])[C@:16]3([OH:33])[C:24](=[O:25])[C:23]([C:26]([NH2:28])=[O:27])=[C:22]([OH:29])[C@@H:21]([N:30]([CH3:32])[CH3:31])[C@@H:17]3[C@H:18]2[OH:20])[C:12](=[O:13])[C:11]2[C:10]([OH:35])=[CH:9][CH:8]=[CH:7][C:6]1=2.O.Cl.C[C@H]1C2C=CC=C(O)C=2C(O)=C2[C@@H]1[C@H](O)[C@@H]1[C@](O)(C2=O)C(O)=C(C(N)=O)C(=O)[C@H]1N(C)C.O, predict the reaction product. The product is: [CH3:4][C@@H:5]1[C@@H:19]2[C:14](=[C:15]([OH:34])[C@:16]3([OH:33])[C:24](=[O:25])[C:23]([C:26]([NH2:28])=[O:27])=[C:22]([OH:29])[C@@H:21]([N:30]([CH3:31])[CH3:32])[C@@H:17]3[C@H:18]2[OH:20])[C:12](=[O:13])[C:11]2[C:10]([OH:35])=[CH:9][CH:8]=[CH:7][C:6]1=2. (5) Given the reactants Br[C:2]1[CH:3]=[N:4][CH:5]=[C:6]([CH:8]2[CH2:12][O:11][C:10]([CH3:14])([CH3:13])[O:9]2)[CH:7]=1.[B:15]1([B:15]2[O:19][C:18]([CH3:21])([CH3:20])[C:17]([CH3:23])([CH3:22])[O:16]2)[O:19][C:18]([CH3:21])([CH3:20])[C:17]([CH3:23])([CH3:22])[O:16]1.CC([O-])=O.[K+], predict the reaction product. The product is: [CH3:13][C:10]1([CH3:14])[O:9][CH:8]([C:6]2[CH:5]=[N:4][CH:3]=[C:2]([B:15]3[O:19][C:18]([CH3:21])([CH3:20])[C:17]([CH3:23])([CH3:22])[O:16]3)[CH:7]=2)[CH2:12][O:11]1. (6) Given the reactants [Cl:1][C:2]1[N:3]=[C:4]([N:22]2[CH2:27][CH2:26][O:25][CH2:24][CH2:23]2)[C:5]2[S:10][C:9]([CH2:11][N:12]3[CH2:15]C4(CCN(C)CC4)[CH2:13]3)=[CH:8][C:6]=2[N:7]=1.Cl.Cl.[CH2:30]1[C:34]2(CNC[CH2:36][NH:35]2)[CH2:33][CH2:32][CH2:31]1, predict the reaction product. The product is: [Cl:1][C:2]1[N:3]=[C:4]([N:22]2[CH2:23][CH2:24][O:25][CH2:26][CH2:27]2)[C:5]2[S:10][C:9]([CH2:11][N:12]3[CH2:15][C:34]4([CH2:30][CH2:31][CH2:32][CH2:33]4)[NH:35][CH2:36][CH2:13]3)=[CH:8][C:6]=2[N:7]=1. (7) Given the reactants [NH2:1][C:2]1[N:7]=[C:6]([NH:8][CH2:9][CH2:10][NH:11]C(=O)OC(C)(C)C)[CH:5]=[CH:4][C:3]=1[C:19]#[N:20].[ClH:21], predict the reaction product. The product is: [ClH:21].[ClH:21].[NH2:1][C:2]1[C:3]([C:19]#[N:20])=[CH:4][CH:5]=[C:6]([NH:8][CH2:9][CH2:10][NH2:11])[N:7]=1. (8) The product is: [CH2:11]([N:13]([CH2:17][CH3:18])[C:1](=[O:10])[CH2:2][CH2:3][CH2:4][CH2:5][CH2:6][CH2:7][CH3:8])[CH3:12]. Given the reactants [C:1]([OH:10])(=O)[CH2:2][CH2:3][CH2:4][CH2:5][CH2:6][CH2:7][CH3:8].[CH2:11]([N:13]([CH2:17][CH3:18])C(Cl)=O)[CH3:12].C(N(CC)CC)C, predict the reaction product.